This data is from Forward reaction prediction with 1.9M reactions from USPTO patents (1976-2016). The task is: Predict the product of the given reaction. Given the reactants [F:1][C:2]1[CH:10]=[CH:9][C:5]([C:6]([OH:8])=O)=[C:4]([CH3:11])[CH:3]=1.Cl.[F:13][C:14]1[CH:19]=[CH:18][C:17]([C:20]2[O:24][N:23]=[C:22]([CH:25]3[CH2:30][CH2:29][CH2:28][NH:27][CH2:26]3)[N:21]=2)=[CH:16][CH:15]=1, predict the reaction product. The product is: [F:1][C:2]1[CH:10]=[CH:9][C:5]([C:6]([N:27]2[CH2:28][CH2:29][CH2:30][CH:25]([C:22]3[N:21]=[C:20]([C:17]4[CH:18]=[CH:19][C:14]([F:13])=[CH:15][CH:16]=4)[O:24][N:23]=3)[CH2:26]2)=[O:8])=[C:4]([CH3:11])[CH:3]=1.